From a dataset of Forward reaction prediction with 1.9M reactions from USPTO patents (1976-2016). Predict the product of the given reaction. (1) Given the reactants C([N:8]1[C:12]2=[N:13][C:14]([C:24]([F:33])([F:32])[C:25]3[CH:30]=[CH:29][C:28]([F:31])=[CH:27][CH:26]=3)=[N:15][C:16]([NH:17][C:18]3[CH:22]=[C:21]([CH3:23])[NH:20][N:19]=3)=[C:11]2[CH:10]=[N:9]1)C1C=CC=CC=1.C(N1C=C2C(N=C(C(F)(F)C3C=CC(F)=CC=3)N=C2NC2C=C(C)NN=2)=N1)C1C=CC=CC=1.CCOC(C)=O, predict the reaction product. The product is: [F:33][C:24]([F:32])([C:25]1[CH:30]=[CH:29][C:28]([F:31])=[CH:27][CH:26]=1)[C:14]1[N:13]=[C:12]2[NH:8][N:9]=[CH:10][C:11]2=[C:16]([NH:17][C:18]2[CH:22]=[C:21]([CH3:23])[NH:20][N:19]=2)[N:15]=1. (2) Given the reactants [OH:1][C:2]1[CH:26]=[CH:25][C:5]([C:6]([N:8]([CH:22]([CH3:24])[CH3:23])[C@@H:9]2[CH2:14][CH2:13][CH2:12][N:11]([C:15]([O:17][C:18]([CH3:21])([CH3:20])[CH3:19])=[O:16])[CH2:10]2)=[O:7])=[CH:4][C:3]=1[O:27][CH2:28][CH2:29][CH2:30][O:31][CH3:32].C(N(CC)CC)C.[C:40]1(B(O)O)[CH:45]=[CH:44][CH:43]=[CH:42][CH:41]=1.C(=O)([O-])O.[Na+], predict the reaction product. The product is: [CH:22]([N:8]([C:6](=[O:7])[C:5]1[CH:25]=[CH:26][C:2]([O:1][C:40]2[CH:45]=[CH:44][CH:43]=[CH:42][CH:41]=2)=[C:3]([O:27][CH2:28][CH2:29][CH2:30][O:31][CH3:32])[CH:4]=1)[C@@H:9]1[CH2:14][CH2:13][CH2:12][N:11]([C:15]([O:17][C:18]([CH3:20])([CH3:19])[CH3:21])=[O:16])[CH2:10]1)([CH3:23])[CH3:24]. (3) Given the reactants [CH3:1][C@@:2]([OH:34])([C:30]([CH3:33])([CH3:32])[CH3:31])[C@@H:3]1[C@:8]2([O:28][CH3:29])[C@@H:9]3[O:23][C:18]4=[C:19]([OH:22])[CH:20]=[CH:21][C:16]5=[C:17]4[C@:10]43[CH2:11][CH2:12][N:13]([CH2:24][CH:25]3[CH2:27][CH2:26]3)[C@H:14]([CH2:15]5)[C@@:5]4([CH2:6][CH2:7]2)[CH2:4]1.Cl.C(=O)(O)[O-].[Na+], predict the reaction product. The product is: [CH3:1][C@@:2]([OH:34])([C:30]([CH3:33])([CH3:32])[CH3:31])[C@@H:3]1[C@:8]2([O:28][CH3:29])[C@@H:9]3[O:23][C:18]4=[C:19]([OH:22])[CH:20]=[CH:21][C:16]5=[C:17]4[C@:10]43[CH2:11][CH2:12][N:13]([CH2:24][CH:25]3[CH2:26][CH2:27]3)[C@H:14]([CH2:15]5)[C@@:5]4([CH2:6][CH2:7]2)[CH2:4]1. (4) Given the reactants [OH:1][C@@H:2]1[C@H:15]2[C@@H:6]([CH2:7][CH2:8][C:9]3[C@:14]2([CH3:16])[CH2:13][CH:12]([CH:17]=O)[C:11](=O)[CH:10]=3)[C@@H:5]2[CH2:20][CH2:21][C@:22]3([C:26]4([CH2:30][O:29][CH2:28][O:27]4)[O:25][CH2:24][O:23]3)[C@@:4]2([CH3:31])[CH2:3]1.[NH:32]([C:34]1[CH:35]=[C:36]([CH:40]=[CH:41][CH:42]=1)[C:37]([OH:39])=[O:38])[NH2:33].C([O-])(=O)C.[K+].Cl, predict the reaction product. The product is: [OH:1][C@H:2]1[C@@H:15]2[C@H:6]([CH2:7][CH2:8][C:9]3[C@@:14]2([CH3:16])[CH2:13][C:12]2[CH:17]=[N:33][N:32]([C:34]4[CH:35]=[C:36]([CH:40]=[CH:41][CH:42]=4)[C:37]([OH:39])=[O:38])[C:11]=2[CH:10]=3)[C@H:5]2[CH2:20][CH2:21][C@@:22]3([C:26]4([CH2:30][O:29][CH2:28][O:27]4)[O:25][CH2:24][O:23]3)[C@:4]2([CH3:31])[CH2:3]1. (5) Given the reactants [Cl:1][C:2]1[CH:28]=[CH:27][C:5]([C:6]([NH:8][C:9]2[S:10][CH:11]=[C:12]([CH2:14][C:15]([N:17]3[CH2:22][CH2:21][N:20]([CH2:23][C:24](O)=[O:25])[CH2:19][CH2:18]3)=[O:16])[N:13]=2)=[O:7])=[CH:4][CH:3]=1.[C:29]([O:33][C:34]([NH:36][CH:37]1[CH2:41][CH2:40][NH:39][CH2:38]1)=[O:35])([CH3:32])([CH3:31])[CH3:30], predict the reaction product. The product is: [C:29]([O:33][C:34](=[O:35])[NH:36][CH:37]1[CH2:41][CH2:40][N:39]([C:24](=[O:25])[CH2:23][N:20]2[CH2:21][CH2:22][N:17]([C:15](=[O:16])[CH2:14][C:12]3[N:13]=[C:9]([NH:8][C:6](=[O:7])[C:5]4[CH:27]=[CH:28][C:2]([Cl:1])=[CH:3][CH:4]=4)[S:10][CH:11]=3)[CH2:18][CH2:19]2)[CH2:38]1)([CH3:32])([CH3:30])[CH3:31]. (6) Given the reactants CS(C)=O.ClCCl.C(Cl)(=O)C(Cl)=O.[Br:14][C:15]1[CH:16]=[CH:17][C:18]([Cl:23])=[C:19]([CH2:21][OH:22])[CH:20]=1, predict the reaction product. The product is: [Br:14][C:15]1[CH:16]=[CH:17][C:18]([Cl:23])=[C:19]([CH:20]=1)[CH:21]=[O:22]. (7) Given the reactants [Cl:1][C:2]1[CH:7]=[CH:6][C:5]([CH2:8][C:9](Cl)=[O:10])=[CH:4][CH:3]=1.[NH2:12][C:13]1[S:14][C:15]2[CH:21]=[C:20]([C:22]([F:25])([F:24])[F:23])[CH:19]=[CH:18][C:16]=2[N:17]=1, predict the reaction product. The product is: [F:25][C:22]([F:23])([F:24])[C:20]1[CH:19]=[CH:18][C:16]2[N:17]=[C:13]([NH:12][C:9](=[O:10])[CH2:8][C:5]3[CH:6]=[CH:7][C:2]([Cl:1])=[CH:3][CH:4]=3)[S:14][C:15]=2[CH:21]=1.